This data is from Catalyst prediction with 721,799 reactions and 888 catalyst types from USPTO. The task is: Predict which catalyst facilitates the given reaction. (1) Reactant: [NH:1]1[C:10]2[C:5](=[CH:6][CH:7]=[CH:8][CH:9]=2)[CH2:4][CH2:3][CH2:2]1.[I:11]I.OO. Product: [I:11][C:7]1[CH:6]=[C:5]2[C:10](=[CH:9][CH:8]=1)[NH:1][CH2:2][CH2:3][CH2:4]2. The catalyst class is: 6. (2) Reactant: Br[C:2]1[CH:3]=[C:4]2[C:8](=[C:9]([CH3:11])[CH:10]=1)[C:7](=[O:12])[N:6]([CH2:13][C:14]1[CH:19]=[CH:18][C:17]([O:20][C:21]3[CH:26]=[CH:25][CH:24]=[CH:23][CH:22]=3)=[CH:16][CH:15]=1)[CH2:5]2.[CH3:27][C:28]1[CH:29]=[N:30][CH:31]=[C:32](B(O)O)[CH:33]=1.C(=O)([O-])[O-].[Na+].[Na+]. Product: [CH3:11][C:9]1[CH:10]=[C:2]([C:32]2[CH:31]=[N:30][CH:29]=[C:28]([CH3:27])[CH:33]=2)[CH:3]=[C:4]2[C:8]=1[C:7](=[O:12])[N:6]([CH2:13][C:14]1[CH:15]=[CH:16][C:17]([O:20][C:21]3[CH:22]=[CH:23][CH:24]=[CH:25][CH:26]=3)=[CH:18][CH:19]=1)[CH2:5]2. The catalyst class is: 104. (3) Reactant: [NH:1]1[C:9]2[C:4](=[CH:5][CH:6]=[CH:7][CH:8]=2)[CH:3]=[N:2]1.[H-].[Na+].Cl[C:13]1[CH:18]=[CH:17][N:16]=[C:15]([S:19][CH3:20])[N:14]=1. Product: [CH3:20][S:19][C:15]1[N:16]=[C:17]([N:2]2[CH:3]=[C:4]3[C:9]([CH:8]=[CH:7][CH:6]=[CH:5]3)=[N:1]2)[CH:18]=[CH:13][N:14]=1. The catalyst class is: 3. (4) Reactant: [F:1][C:2]1([CH3:46])[C:10]2[C:5](=[CH:6][CH:7]=[CH:8][CH:9]=2)[N:4]([CH2:11][CH2:12][CH2:13][N:14]2[CH2:44][CH2:43][C:17]3([N:21]([C:22]4[CH:27]=[CH:26][CH:25]=[CH:24][CH:23]=4)[CH2:20][N:19]([CH2:28][C:29]4[CH:41]=[CH:40][CH:39]=[CH:38][C:30]=4[C:31]([O:33]C(C)(C)C)=[O:32])[C:18]3=[O:42])[CH2:16][CH2:15]2)[C:3]1=[O:45].Cl. Product: [F:1][C:2]1([CH3:46])[C:10]2[C:5](=[CH:6][CH:7]=[CH:8][CH:9]=2)[N:4]([CH2:11][CH2:12][CH2:13][N:14]2[CH2:44][CH2:43][C:17]3([N:21]([C:22]4[CH:27]=[CH:26][CH:25]=[CH:24][CH:23]=4)[CH2:20][N:19]([CH2:28][C:29]4[CH:41]=[CH:40][CH:39]=[CH:38][C:30]=4[C:31]([OH:33])=[O:32])[C:18]3=[O:42])[CH2:16][CH2:15]2)[C:3]1=[O:45]. The catalyst class is: 12. (5) Reactant: [C:1]([NH:4][CH2:5][CH2:6][CH:7]1[C:15]2[C:10](=[CH:11][CH:12]=[C:13]([NH:17][C:18](=[O:25])[C:19]3[CH:24]=[CH:23][CH:22]=[CH:21][CH:20]=3)[C:14]=2O)[CH2:9][CH2:8]1)(=[O:3])[CH3:2].C1(C)C=CC(S([O-])(=O)=O)=CC=1.[NH+]1C=CC=CC=1. Product: [C:19]1([C:18]2[O:25][C:14]3[C:15]4[CH:7]([CH2:6][CH2:5][NH:4][C:1](=[O:3])[CH3:2])[CH2:8][CH2:9][C:10]=4[CH:11]=[CH:12][C:13]=3[N:17]=2)[CH:24]=[CH:23][CH:22]=[CH:21][CH:20]=1. The catalyst class is: 113.